This data is from Full USPTO retrosynthesis dataset with 1.9M reactions from patents (1976-2016). The task is: Predict the reactants needed to synthesize the given product. (1) Given the product [Cl:1][C:2]1[CH:7]=[CH:6][N:5]=[C:4]([CH2:9][OH:16])[C:3]=1[O:10][CH:11]([F:13])[F:12], predict the reactants needed to synthesize it. The reactants are: [Cl:1][C:2]1[CH:7]=[CH:6][N+:5]([O-])=[C:4]([CH3:9])[C:3]=1[O:10][CH:11]([F:13])[F:12].C(OC(=O)C)(=[O:16])C. (2) Given the product [O:1]=[C:2]1[NH:6][NH:5][C:4]([CH2:7][C:8]([OH:10])=[O:9])=[CH:3]1, predict the reactants needed to synthesize it. The reactants are: [O:1]=[C:2]1[NH:6][NH:5][C:4]([CH2:7][C:8]([O:10]CC)=[O:9])=[CH:3]1.CO.O.[OH-].[Na+]. (3) Given the product [CH2:16]([N:20]([CH:21]([CH3:23])[CH3:22])[C:11](=[O:12])[O:13][CH2:14][Cl:15])[CH:17]([CH3:19])[CH3:18], predict the reactants needed to synthesize it. The reactants are: C(N(CC)C(C)C)(C)C.Cl[C:11]([O:13][CH2:14][Cl:15])=[O:12].[CH2:16]([NH:20][CH:21]([CH3:23])[CH3:22])[CH:17]([CH3:19])[CH3:18].Cl. (4) Given the product [CH2:3]([O:7][C:8]1[CH:13]=[CH:12][CH:11]=[CH:10][C:9]=1[C:14](=[O:16])/[CH:15]=[CH:27]/[C:24]1[CH:25]=[C:26]2[C:21](=[CH:22][CH:23]=1)[NH:20][N:19]=[C:18]2[CH3:17])[CH:4]([CH3:6])[CH3:5], predict the reactants needed to synthesize it. The reactants are: [OH-].[Na+].[CH2:3]([O:7][C:8]1[CH:13]=[CH:12][CH:11]=[CH:10][C:9]=1[C:14](=[O:16])[CH3:15])[CH:4]([CH3:6])[CH3:5].[CH3:17][C:18]1[C:26]2[C:21](=[CH:22][CH:23]=[C:24]([CH:27]=O)[CH:25]=2)[NH:20][N:19]=1.